Dataset: Reaction yield outcomes from USPTO patents with 853,638 reactions. Task: Predict the reaction yield, written as a fraction of the theoretical maximum amount of product (1.0 means a 100% yield; for example, 0.34 means a 34% yield). The reactants are C(=O)([O-])[O-].[K+].[K+].[CH3:7][N:8]=[C:9]=[S:10].[Cl:11][C:12]1[C:13]([O:22][C:23]2[CH:27]=[C:26]([CH3:28])[NH:25][N:24]=2)=[N:14][CH:15]=[C:16]([C:18]([F:21])([F:20])[F:19])[CH:17]=1.Cl. The catalyst is CN(C=O)C. The product is [CH3:7][NH:8][C:9]([N:25]1[C:26]([CH3:28])=[CH:27][C:23]([O:22][C:13]2[C:12]([Cl:11])=[CH:17][C:16]([C:18]([F:21])([F:20])[F:19])=[CH:15][N:14]=2)=[N:24]1)=[S:10]. The yield is 0.377.